Dataset: Forward reaction prediction with 1.9M reactions from USPTO patents (1976-2016). Task: Predict the product of the given reaction. Given the reactants [O:1]1[CH2:6][CH2:5][O:4][C:3]2[CH:7]=[C:8]([N:11]3[C:20]4[C:15](=[CH:16][CH:17]=[CH:18][CH:19]=4)[N:14]=[C:13]([C:21](O)=[O:22])[C:12]3=[O:24])[CH:9]=[CH:10][C:2]1=2.CN(C)C=O.C(Cl)(=O)C([Cl:33])=O, predict the reaction product. The product is: [O:1]1[CH2:6][CH2:5][O:4][C:3]2[CH:7]=[C:8]([N:11]3[C:20]4[C:15](=[CH:16][CH:17]=[CH:18][CH:19]=4)[N:14]=[C:13]([C:21]([Cl:33])=[O:22])[C:12]3=[O:24])[CH:9]=[CH:10][C:2]1=2.